This data is from Peptide-MHC class I binding affinity with 185,985 pairs from IEDB/IMGT. The task is: Regression. Given a peptide amino acid sequence and an MHC pseudo amino acid sequence, predict their binding affinity value. This is MHC class I binding data. (1) The peptide sequence is GTLISRALVV. The MHC is Mamu-A01 with pseudo-sequence Mamu-A01. The binding affinity (normalized) is 0.1000. (2) The binding affinity (normalized) is 0.407. The peptide sequence is SFFQEIPVFL. The MHC is HLA-A31:01 with pseudo-sequence HLA-A31:01. (3) The peptide sequence is RVRAAMKPI. The MHC is HLA-B58:01 with pseudo-sequence HLA-B58:01. The binding affinity (normalized) is 0.0847.